The task is: Predict the reaction yield, written as a fraction of the theoretical maximum amount of product (1.0 means a 100% yield; for example, 0.34 means a 34% yield).. This data is from Reaction yield outcomes from USPTO patents with 853,638 reactions. (1) The reactants are Cl[C:2]1[N:7]2[N:8]=[C:9]([NH:11][C:12](=[O:19])[C:13]3[CH:18]=[CH:17][CH:16]=[N:15][CH:14]=3)[N:10]=[C:6]2[CH:5]=[C:4]([C:20]([F:23])([F:22])[F:21])[CH:3]=1.[CH:24]1([NH2:29])[CH2:28][CH2:27][CH2:26][CH2:25]1. The catalyst is C([O-])(O)=O.[Na+].CCOC(C)=O. The product is [CH:24]1([NH:29][C:2]2[N:7]3[N:8]=[C:9]([NH:11][C:12](=[O:19])[C:13]4[CH:18]=[CH:17][CH:16]=[N:15][CH:14]=4)[N:10]=[C:6]3[CH:5]=[C:4]([C:20]([F:23])([F:22])[F:21])[CH:3]=2)[CH2:28][CH2:27][CH2:26][CH2:25]1. The yield is 0.230. (2) The reactants are [CH2:1]([N:8]1[CH2:17][CH:16]([CH3:18])[C:15]2[N:14]=[C:13](Cl)[CH:12]=[CH:11][C:10]=2[CH2:9]1)[C:2]1[CH:7]=[CH:6][CH:5]=[CH:4][CH:3]=1.[CH3:20][C:21]([CH3:24])([O-:23])[CH3:22].[Na+].C1(C)C=CC=CC=1. The catalyst is C1C=CC(/C=C/C(/C=C/C2C=CC=CC=2)=O)=CC=1.C1C=CC(/C=C/C(/C=C/C2C=CC=CC=2)=O)=CC=1.C1C=CC(/C=C/C(/C=C/C2C=CC=CC=2)=O)=CC=1.[Pd].[Pd].C1C=CC(P(C2C(C3C(P(C4C=CC=CC=4)C4C=CC=CC=4)=CC=C4C=3C=CC=C4)=C3C(C=CC=C3)=CC=2)C2C=CC=CC=2)=CC=1.O. The product is [CH2:1]([N:8]1[CH2:17][CH:16]([CH3:18])[C:15]2[N:14]=[C:13]([O:23][C:21]([CH3:24])([CH3:22])[CH3:20])[CH:12]=[CH:11][C:10]=2[CH2:9]1)[C:2]1[CH:7]=[CH:6][CH:5]=[CH:4][CH:3]=1. The yield is 0.740. (3) The reactants are C(OP([CH2:9][C:10]([O:12][CH2:13][CH3:14])=[O:11])(OCC)=O)C.[H-].[Na+].[CH2:17]([O:21][C:22]1[C:31]2[C:26](=[CH:27][CH:28]=[C:29]([CH:32]=O)[CH:30]=2)[C:25](=[O:34])[N:24]([CH2:35][CH:36]([CH3:38])[CH3:37])[C:23]=1[CH2:39][NH:40][C:41](=[O:47])[O:42][C:43]([CH3:46])([CH3:45])[CH3:44])[CH2:18][CH2:19][CH3:20].O. The catalyst is CN(C)C=O. The product is [CH2:17]([O:21][C:22]1[C:31]2[C:26](=[CH:27][CH:28]=[C:29](/[CH:32]=[CH:9]/[C:10]([O:12][CH2:13][CH3:14])=[O:11])[CH:30]=2)[C:25](=[O:34])[N:24]([CH2:35][CH:36]([CH3:38])[CH3:37])[C:23]=1[CH2:39][NH:40][C:41]([O:42][C:43]([CH3:46])([CH3:45])[CH3:44])=[O:47])[CH2:18][CH2:19][CH3:20]. The yield is 0.889. (4) The yield is 0.0900. The reactants are [Cl:1][C:2]1[CH:9]=[CH:8][C:5]([CH:6]=[CH2:7])=[CH:4][CH:3]=1.[N+](=[CH:12][C:13]([O:15][CH2:16][CH3:17])=[O:14])=[N-]. The product is [Cl:1][C:2]1[CH:9]=[CH:8][C:5]([CH:6]2[CH2:7][CH:12]2[C:13]([O:15][CH2:16][CH3:17])=[O:14])=[CH:4][CH:3]=1. The catalyst is C1(C)C=CC=CC=1. (5) The reactants are Br[C:2]1[N:11]=[C:10]([C:12]2[NH:16][C:15]([CH2:17][C:18]3[CH:23]=[CH:22][C:21]([F:24])=[CH:20][CH:19]=3)=[N:14][N:13]=2)[C:9]([OH:25])=[C:8]2[C:3]=1[CH:4]=[CH:5][CH:6]=[N:7]2.[NH:26]1[CH2:31][CH2:30][O:29][CH2:28][CH2:27]1. No catalyst specified. The product is [F:24][C:21]1[CH:22]=[CH:23][C:18]([CH2:17][C:15]2[NH:16][C:12]([C:10]3[C:9]([OH:25])=[C:8]4[C:3]([CH:4]=[CH:5][CH:6]=[N:7]4)=[C:2]([N:26]4[CH2:31][CH2:30][O:29][CH2:28][CH2:27]4)[N:11]=3)=[N:13][N:14]=2)=[CH:19][CH:20]=1. The yield is 0.550.